From a dataset of Experimentally validated miRNA-target interactions with 360,000+ pairs, plus equal number of negative samples. Binary Classification. Given a miRNA mature sequence and a target amino acid sequence, predict their likelihood of interaction. (1) The miRNA is hsa-miR-3925-5p with sequence AAGAGAACUGAAAGUGGAGCCU. The protein sequence of the target gene is MPYNFCLPSLSCRTSCSSRPCVPPSCHGYTLPGACNIPANVSNCNWFCEGSFNGSEKETMQFLNDRLASYLEKVRQLERDNAELENLIRERSQQQEPLLCPSYQSYFKTIEELQQKILCSKSENARLVVQIDNAKLAADDFRTKYQTEQSLRQLVESDINSLRRILDELTLCRSDLEAQMESLKEELLSLKQNHEQEVNTLRCQLGDRLNVEVDAAPAVDLNQVLNETRNQYEALVETNRREVEQWFATQTEELNKQVVSSSEQLQSYQAEIIELRRTVNALEIELQAQHNLRYSLENTL.... Result: 1 (interaction). (2) The miRNA is hsa-miR-1272 with sequence GAUGAUGAUGGCAGCAAAUUCUGAAA. The protein sequence of the target gene is MDVENEQILNVNPTDPDNLSDSLFSGDEENAGTEEIKNEINGNWISASTINEARINAKAKRRLRKNSSRDSGRGDSVSDNGSEAVRSGVAVPTSPKGRLLDRRSRSGKGRGLPKKGGAGGKGVWGTPGQVYDVEEVDVKDPNYDDDQENCVYETVVLPLDETAFEKTLTPIIQEYFEHGDTNEVAEMLRDLNLGEMKSGVPVLAVSLALEGKASHREMTSKLLSDLCGTVMSTNDVEKSFDKLLKDLPELALDTPRAPQLVGQFIARAVGDGILCNTYIDSYKGTVDCVQARAALDKATV.... Result: 0 (no interaction). (3) The miRNA is hsa-miR-3934-3p with sequence UGCUCAGGUUGCACAGCUGGGA. The protein sequence of the target gene is MAVSVPGYSPSFKRPPETVRLRRKRSRDHGAAVPASLPEPAPRRAALAAGLPLRPFPTAGGRGGAAATIARRNPFARLDNRPRVSDEASEEPLRGPQGASGPLLDSNEENNLLWEDTSSHERTGTELSQSQRVSLSESDTWSSDGTELPVDWSIKTRLLFTSSQPFSWADHLKAQEEAQGLVQHCRATEVTLPQSIQDPKLSTALRCAFQQALVYWLHPAFSWLPLFPRIGADRKMAAKTSPWSADETLQHALMSDWSVSFTSLYNLLKTKLCPYFYVCSYQFTVLFRAAGLAGSSVITA.... Result: 0 (no interaction). (4) The miRNA is hsa-miR-4272 with sequence CAUUCAACUAGUGAUUGU. The protein sequence of the target gene is MAASGAVEPGPPGAAVAPSPAPAPPPAPDHLFRPISAEDEEQQPTEIESLCMNCYCNGMTRLLLTKIPFFREIIVSSFSCEHCGWNNTEIQSAGRIQDQGVRYTLSVRALEDMNREVVKTDSAATRIPELDFEIPAFSQKGALTTVEGLITRAISGLEQDQPARRANKDATAERIDEFIVKLKELKQVASPFTLIIDDPSGNSFVENPHAPQKDDALVITHYNRTRQQEEMLGLQEEAPAEKPEEEDLRNEVLQFSTNCPECNAPAQTNMKLVQIPHFKEVIIMATNCENCGHRTNEVKS.... Result: 0 (no interaction). (5) The miRNA is hsa-miR-548f-3p with sequence AAAAACUGUAAUUACUUUU. The protein sequence of the target gene is MTGRAMDPLPAAAVGAAAEAEADEEADPPASDLPTPQAIEPQAIVQQVPAPSRMQMPQGNPLLLSHTLQELLARDTVQVELIPEKKGLFLKHVEYEVSSQRFKSSVYRRYNDFVVFQEMLLHKFPYRMVPALPPKRMLGADREFIEARRRALKRFVNLVARHPLFSEDVVLKLFLSFSGSDVQNKLKESAQCVGDEFLNCKLATRAKDFLPADIQAQFAISRELIRNIYNSFHKLRDRAERIASRAIDNAADLLIFGKELSAIGSDTTPLPSWAALNSSTWGSLKQALKGLSVEFALLAD.... Result: 0 (no interaction). (6) The miRNA is hsa-miR-7-5p with sequence UGGAAGACUAGUGAUUUUGUUGUU. The protein sequence of the target gene is MRENNQSSTLEFILLGVTGQQEQEDFFYILFLFIYPITLIGNLLIVLAICSDVRLHNPMYFLLANLSLVDIFFSSVTIPKMLANHLLGSKSISFGGCLTQMYFMIALGNTDSYILAAMAYDRAVAISRPLHYTTIMSPRSCIWLIAGSWVIGNANALPHTLLTASLSFCGNQEVANFYCDITPLLKLSCSDIHFHVKMMYLGVGIFSVPLLCIIVSYIRVFSTVFQVPSTKGVLKAFSTCGSHLTVVSLYYGTVMGTYFRPLTNYSLKDAVITVMYTAVTPMLNPFIYSLRNRDMKAALR.... Result: 1 (interaction).